This data is from Drug-target binding data from BindingDB using IC50 measurements. The task is: Regression. Given a target protein amino acid sequence and a drug SMILES string, predict the binding affinity score between them. We predict pIC50 (pIC50 = -log10(IC50 in M); higher means more potent). Dataset: bindingdb_ic50. The compound is CCc1ccc2nc3nc(C)cc(C)c3c(N)c2c1. The target is TRQARRNRRRRWRERQR. The pIC50 is 4.2.